This data is from Full USPTO retrosynthesis dataset with 1.9M reactions from patents (1976-2016). The task is: Predict the reactants needed to synthesize the given product. (1) Given the product [Cl:15][CH2:11][C:3]1[S:4][C:5]2[CH:10]=[CH:9][CH:8]=[CH:7][C:6]=2[C:2]=1[CH3:1], predict the reactants needed to synthesize it. The reactants are: [CH3:1][C:2]1[C:6]2[CH:7]=[CH:8][CH:9]=[CH:10][C:5]=2[S:4][C:3]=1[CH2:11]O.S(Cl)([Cl:15])=O. (2) Given the product [Br:1][C:2]1[CH:3]=[C:4]2[C:9](=[N:10][CH:11]=1)[NH:8][C:7](=[O:12])[C:6]1([CH2:17][CH2:16][C:15](=[N:26][OH:27])[CH2:14][CH2:13]1)[CH2:5]2, predict the reactants needed to synthesize it. The reactants are: [Br:1][C:2]1[CH:3]=[C:4]2[C:9](=[N:10][CH:11]=1)[NH:8][C:7](=[O:12])[C:6]1([CH2:17][CH2:16][C:15](=O)[CH2:14][CH2:13]1)[CH2:5]2.C([O-])([O-])=O.[Na+].[Na+].Cl.[NH2:26][OH:27]. (3) Given the product [F:27][CH:25]([F:26])[C:15]1[N:14]([C:4]2[N:3]=[C:2]([N:28]3[CH:32]=[CH:31][N:30]=[CH:29]3)[N:7]=[C:6]([N:8]3[CH2:9][CH2:10][O:11][CH2:12][CH2:13]3)[N:5]=2)[C:18]2[CH:19]=[CH:20][CH:21]=[C:22]([O:23][CH3:24])[C:17]=2[N:16]=1, predict the reactants needed to synthesize it. The reactants are: Cl[C:2]1[N:7]=[C:6]([N:8]2[CH2:13][CH2:12][O:11][CH2:10][CH2:9]2)[N:5]=[C:4]([N:14]2[C:18]3[CH:19]=[CH:20][CH:21]=[C:22]([O:23][CH3:24])[C:17]=3[N:16]=[C:15]2[CH:25]([F:27])[F:26])[N:3]=1.[NH:28]1[CH:32]=[CH:31][N:30]=[CH:29]1. (4) Given the product [CH3:6][C:7]1([C:15]2[CH:19]=[CH:18][S:17][C:16]=2[S:20]([NH2:28])(=[O:22])=[O:21])[O:8][CH2:9][C:10]([CH3:13])([CH3:14])[CH2:11][O:12]1, predict the reactants needed to synthesize it. The reactants are: C([Li])CCC.[CH3:6][C:7]1([C:15]2[CH:19]=[CH:18][S:17][CH:16]=2)[O:12][CH2:11][C:10]([CH3:14])([CH3:13])[CH2:9][O:8]1.[S:20](=[O:22])=[O:21].C([O-])(=O)C.[Na+].[NH2:28]OS(O)(=O)=O. (5) Given the product [CH2:7]([C:4]1[CH:5]=[CH:6][C:1]([C:11]2[CH:16]=[CH:15][CH:14]=[CH:13][CH:12]=2)=[CH:2][CH:3]=1)[C:8]#[CH:9], predict the reactants needed to synthesize it. The reactants are: [C:1]1([C:11]2[CH:16]=[CH:15][CH:14]=[CH:13][CH:12]=2)[CH:6]=[CH:5][C:4]([CH:7](O)[C:8]#[CH:9])=[CH:3][CH:2]=1.[SiH](CC)(CC)CC.B(F)(F)F.CCOCC.[NH4+].[Cl-]. (6) Given the product [Cl:27][C:24]1[CH:25]=[CH:26][C:21]([CH:17]2[CH2:18][CH2:19][CH2:20][N:15]([C:13]([C:11]3[CH:10]=[CH:9][N:8]=[C:7]([CH:1]([CH3:3])[CH3:2])[CH:12]=3)=[O:14])[CH2:16]2)=[CH:22][CH:23]=1, predict the reactants needed to synthesize it. The reactants are: [CH:1]([Mg]Cl)([CH3:3])[CH3:2].Cl[C:7]1[CH:12]=[C:11]([C:13]([N:15]2[CH2:20][CH2:19][CH2:18][CH:17]([C:21]3[CH:26]=[CH:25][C:24]([Cl:27])=[CH:23][CH:22]=3)[CH2:16]2)=[O:14])[CH:10]=[CH:9][N:8]=1. (7) Given the product [Cl:1][C:2]1[CH:3]=[C:4]2[C:9](=[CH:10][C:11]=1[O:12][C:13]1[CH:18]=[CH:17][C:16]([C:19](=[O:35])[NH:20][C:21]3[N:26]=[C:25]([C:27]4[CH:28]=[N:29][C:30]([O:33][CH3:34])=[CH:31][CH:32]=4)[CH:24]=[CH:23][CH:22]=3)=[CH:15][CH:14]=1)[O:8][CH2:7][CH2:6][CH:5]2[C:36]([O-:38])=[O:37].[Na+:41], predict the reactants needed to synthesize it. The reactants are: [Cl:1][C:2]1[CH:3]=[C:4]2[C:9](=[CH:10][C:11]=1[O:12][C:13]1[CH:18]=[CH:17][C:16]([C:19](=[O:35])[NH:20][C:21]3[N:26]=[C:25]([C:27]4[CH:28]=[N:29][C:30]([O:33][CH3:34])=[CH:31][CH:32]=4)[CH:24]=[CH:23][CH:22]=3)=[CH:15][CH:14]=1)[O:8][CH2:7][CH2:6][CH:5]2[C:36]([OH:38])=[O:37].C[O-].[Na+:41].CO. (8) Given the product [C:1]([O:20][CH:21]([C:82](=[S:83])[CH2:81][CH2:67][CH2:68][CH2:69][CH2:70][CH2:71][CH2:72][CH2:73][CH2:74][CH2:75][CH2:76][CH2:77][CH2:78][CH2:79][CH3:80])[CH:22]([CH2:24][O:25][C:26](=[O:42])[CH2:27][CH2:28][CH2:29][CH2:30][CH2:31][CH2:32][CH2:33][CH2:34][CH2:35][CH2:36][CH2:37][CH2:38][CH2:39][CH2:40][CH3:41])[OH:23])(=[O:19])[CH2:2][CH2:3][CH2:4][CH2:5][CH2:6][CH2:7][CH2:8]/[CH:9]=[CH:10]\[CH2:11][CH2:12][CH2:13][CH2:14][CH2:15][CH2:16][CH2:17][CH3:18], predict the reactants needed to synthesize it. The reactants are: [C:1]([O:20][CH2:21][CH:22]([CH2:24][O:25][C:26](=[O:42])[CH2:27][CH2:28][CH2:29][CH2:30][CH2:31][CH2:32][CH2:33][CH2:34][CH2:35][CH2:36][CH2:37][CH2:38][CH2:39][CH2:40][CH3:41])[OH:23])(=[O:19])[CH2:2][CH2:3][CH2:4][CH2:5][CH2:6][CH2:7][CH2:8]/[CH:9]=[CH:10]\[CH2:11][CH2:12][CH2:13][CH2:14][CH2:15][CH2:16][CH2:17][CH3:18].C1(N=C=NC2CCCCC2)CCCCC1.CN(C1C=CC=CN=1)C.[CH2:67]([CH2:81][C:82](O)=[S:83])[CH2:68][CH2:69][CH2:70][CH2:71][CH2:72][CH2:73][CH2:74][CH2:75][CH2:76][CH2:77][CH2:78][CH2:79][CH3:80]. (9) Given the product [C:1]([O:5][C:6]([NH:8][C@H:9]1[CH2:14][CH2:13][C@H:12]([N:15]([CH2:34][CH3:35])[C:16]2[C:17]([CH3:33])=[C:18]([C:29]([O:31][CH3:32])=[O:30])[CH:19]=[C:20]([C:22]3[CH:23]=[CH:24][C:25]([O:28][CH2:37][CH2:38][O:39][CH3:40])=[CH:26][CH:27]=3)[CH:21]=2)[CH2:11][CH2:10]1)=[O:7])([CH3:4])([CH3:3])[CH3:2], predict the reactants needed to synthesize it. The reactants are: [C:1]([O:5][C:6]([NH:8][C@H:9]1[CH2:14][CH2:13][C@H:12]([N:15]([CH2:34][CH3:35])[C:16]2[C:17]([CH3:33])=[C:18]([C:29]([O:31][CH3:32])=[O:30])[CH:19]=[C:20]([C:22]3[CH:27]=[CH:26][C:25]([OH:28])=[CH:24][CH:23]=3)[CH:21]=2)[CH2:11][CH2:10]1)=[O:7])([CH3:4])([CH3:3])[CH3:2].Br[CH2:37][CH2:38][O:39][CH3:40].C([O-])([O-])=O.[Cs+].[Cs+].O. (10) Given the product [C:29]([O:33][C:34]([N:36]1[CH2:41][CH2:40][N:39]([C:18]2[CH:23]=[CH:22][CH:21]=[CH:20][C:19]=2[CH2:24][CH2:25][CH:26]([CH3:28])[CH3:27])[C:38](=[O:42])[CH2:37]1)=[O:35])([CH3:32])([CH3:30])[CH3:31], predict the reactants needed to synthesize it. The reactants are: P([O-])([O-])([O-])=O.[K+].[K+].[K+].N[C@@H]1CCCC[C@H]1N.I[C:18]1[CH:23]=[CH:22][CH:21]=[CH:20][C:19]=1[CH2:24][CH2:25][CH:26]([CH3:28])[CH3:27].[C:29]([O:33][C:34]([N:36]1[CH2:41][CH2:40][NH:39][C:38](=[O:42])[CH2:37]1)=[O:35])([CH3:32])([CH3:31])[CH3:30].